From a dataset of Forward reaction prediction with 1.9M reactions from USPTO patents (1976-2016). Predict the product of the given reaction. (1) Given the reactants [Cl:1][C:2]1[CH:7]=[CH:6][CH:5]=[C:4]([CH2:8][CH:9]=[CH2:10])[C:3]=1[OH:11].B.[O:13]1CCCC1.[OH-].[Na+].OO, predict the reaction product. The product is: [Cl:1][C:2]1[CH:7]=[CH:6][CH:5]=[C:4]([CH2:8][CH2:9][CH2:10][OH:13])[C:3]=1[OH:11]. (2) Given the reactants [Br:1][C:2]1[CH:3]=[C:4]([CH2:11][CH3:12])[C:5]2OC[O:7][C:6]=2[CH:10]=1.C([Li])CCC.C[O:19]C(C1N(C2C=CC=CC=2C(F)(F)F)S(=O)(=O)C2C=CC=CC=2C=1OS(C(F)(F)F)(=O)=O)=O, predict the reaction product. The product is: [Br:1][C:2]1[CH:10]=[C:6]([OH:7])[CH:5]=[C:4]([CH2:11][CH2:12][OH:19])[CH:3]=1. (3) Given the reactants [CH3:1][C:2]1[O:6][N:5]=[C:4]([C:7]2[CH:12]=[CH:11][CH:10]=[CH:9][CH:8]=2)[C:3]=1[CH2:13][O:14][C:15]1[CH:23]=[CH:22][C:18]([C:19]([OH:21])=O)=[CH:17][N:16]=1.F[B-](F)(F)F.N1(OC(N(C)C)=[N+](C)C)C2C=CC=CC=2N=N1.C(N(CC)C(C)C)(C)C.[F:55][C:56]([F:60])([F:59])[CH2:57][NH2:58], predict the reaction product. The product is: [CH3:1][C:2]1[O:6][N:5]=[C:4]([C:7]2[CH:8]=[CH:9][CH:10]=[CH:11][CH:12]=2)[C:3]=1[CH2:13][O:14][C:15]1[CH:23]=[CH:22][C:18]([C:19]([NH:58][CH2:57][C:56]([F:60])([F:59])[F:55])=[O:21])=[CH:17][N:16]=1. (4) Given the reactants [OH-].[Na+].[N:3]1([CH:8]([CH2:17][CH2:18][CH2:19][CH2:20][CH2:21][CH2:22][CH2:23][CH2:24][CH2:25][CH2:26][CH2:27][CH3:28])[CH2:9][CH2:10][CH2:11][CH2:12][C:13]([O:15]C)=[O:14])[CH:7]=[CH:6][N:5]=[CH:4]1, predict the reaction product. The product is: [N:3]1([CH:8]([CH2:17][CH2:18][CH2:19][CH2:20][CH2:21][CH2:22][CH2:23][CH2:24][CH2:25][CH2:26][CH2:27][CH3:28])[CH2:9][CH2:10][CH2:11][CH2:12][C:13]([OH:15])=[O:14])[CH:7]=[CH:6][N:5]=[CH:4]1. (5) Given the reactants [Cl:1][C:2]1[CH:3]=[C:4]([CH:9]2[CH:13]([CH:14]([O:16][C:17]3[CH:22]=[CH:21][C:20]([C:23]([F:26])([F:25])[F:24])=[CH:19][N:18]=3)[CH3:15])[CH2:12][N:11]([C:27](Cl)=[O:28])[CH2:10]2)[CH:5]=[CH:6][C:7]=1[Cl:8].CCN(CC)CC.[CH3:37][N:38]1[C:42]([CH2:43][NH2:44])=[CH:41][N:40]=[CH:39]1, predict the reaction product. The product is: [CH3:37][N:38]1[C:42]([CH2:43][NH:44][C:27]([N:11]2[CH2:12][CH:13]([CH:14]([O:16][C:17]3[CH:22]=[CH:21][C:20]([C:23]([F:26])([F:24])[F:25])=[CH:19][N:18]=3)[CH3:15])[CH:9]([C:4]3[CH:5]=[CH:6][C:7]([Cl:8])=[C:2]([Cl:1])[CH:3]=3)[CH2:10]2)=[O:28])=[CH:41][N:40]=[CH:39]1. (6) The product is: [P:1]([OH:16])([OH:24])([O:3][CH2:4][O:5][C:6]1[CH:7]=[CH:8][C:9]([NH:12][C:13](=[O:15])[CH3:14])=[CH:10][CH:11]=1)=[O:2]. Given the reactants [P:1]([O:24]CC1C=CC=CC=1)([O:16]CC1C=CC=CC=1)([O:3][CH2:4][O:5][C:6]1[CH:11]=[CH:10][C:9]([NH:12][C:13](=[O:15])[CH3:14])=[CH:8][CH:7]=1)=[O:2], predict the reaction product. (7) Given the reactants [NH:1]1[C:9]2[C:4](=[CH:5][CH:6]=[CH:7][CH:8]=2)[C:3]([C:10]([O:12][CH3:13])=[O:11])=[CH:2]1.[N:14]1[CH:19]=[C:18](B(O)O)[CH:17]=[N:16][CH:15]=1.N1C2C(=CC=C3C=2N=CC=C3)C=CC=1.C(N(CC)CC)C, predict the reaction product. The product is: [N:14]1[CH:19]=[C:18]([N:1]2[C:9]3[C:4](=[CH:5][CH:6]=[CH:7][CH:8]=3)[C:3]([C:10]([O:12][CH3:13])=[O:11])=[CH:2]2)[CH:17]=[N:16][CH:15]=1. (8) Given the reactants [C:1]([C:3]1[NH:25][C:6]2=[N:7][CH:8]=[CH:9][C:10]([C:11]3[CH:16]=[CH:15][C:14]([S:17]([N:20]4[CH2:24][CH2:23][CH2:22][CH2:21]4)(=[O:19])=[O:18])=[CH:13][CH:12]=3)=[C:5]2[CH:4]=1)#[CH:2], predict the reaction product. The product is: [CH2:1]([C:3]1[NH:25][C:6]2=[N:7][CH:8]=[CH:9][C:10]([C:11]3[CH:12]=[CH:13][C:14]([S:17]([N:20]4[CH2:24][CH2:23][CH2:22][CH2:21]4)(=[O:19])=[O:18])=[CH:15][CH:16]=3)=[C:5]2[CH:4]=1)[CH3:2]. (9) Given the reactants [C:1]([OH:6])(=[O:5])[CH:2]([CH3:4])[OH:3].[C:7]1([CH3:17])[CH:12]=CC(S(O)(=O)=O)=C[CH:8]=1, predict the reaction product. The product is: [CH3:4][CH:2]1[O:3][CH:8]([CH:7]([CH3:17])[CH3:12])[O:5][C:1]1=[O:6].